The task is: Regression. Given two drug SMILES strings and cell line genomic features, predict the synergy score measuring deviation from expected non-interaction effect.. This data is from NCI-60 drug combinations with 297,098 pairs across 59 cell lines. (1) Drug 1: CCC1(CC2CC(C3=C(CCN(C2)C1)C4=CC=CC=C4N3)(C5=C(C=C6C(=C5)C78CCN9C7C(C=CC9)(C(C(C8N6C=O)(C(=O)OC)O)OC(=O)C)CC)OC)C(=O)OC)O.OS(=O)(=O)O. Drug 2: C#CCC(CC1=CN=C2C(=N1)C(=NC(=N2)N)N)C3=CC=C(C=C3)C(=O)NC(CCC(=O)O)C(=O)O. Cell line: HS 578T. Synergy scores: CSS=56.5, Synergy_ZIP=0.583, Synergy_Bliss=-1.86, Synergy_Loewe=-0.862, Synergy_HSA=0.379. (2) Drug 1: CC(CN1CC(=O)NC(=O)C1)N2CC(=O)NC(=O)C2. Drug 2: CC1CCC2CC(C(=CC=CC=CC(CC(C(=O)C(C(C(=CC(C(=O)CC(OC(=O)C3CCCCN3C(=O)C(=O)C1(O2)O)C(C)CC4CCC(C(C4)OC)OCCO)C)C)O)OC)C)C)C)OC. Cell line: U251. Synergy scores: CSS=36.2, Synergy_ZIP=-8.16, Synergy_Bliss=-4.28, Synergy_Loewe=0.777, Synergy_HSA=1.77. (3) Drug 1: CCC1(CC2CC(C3=C(CCN(C2)C1)C4=CC=CC=C4N3)(C5=C(C=C6C(=C5)C78CCN9C7C(C=CC9)(C(C(C8N6C=O)(C(=O)OC)O)OC(=O)C)CC)OC)C(=O)OC)O.OS(=O)(=O)O. Drug 2: C1C(C(OC1N2C=NC(=NC2=O)N)CO)O. Cell line: EKVX. Synergy scores: CSS=-3.54, Synergy_ZIP=-1.76, Synergy_Bliss=-8.31, Synergy_Loewe=-6.33, Synergy_HSA=-7.64. (4) Drug 1: C1CCC(CC1)NC(=O)N(CCCl)N=O. Drug 2: C1=CC(=CC=C1CCCC(=O)O)N(CCCl)CCCl. Cell line: HCC-2998. Synergy scores: CSS=7.64, Synergy_ZIP=-7.99, Synergy_Bliss=-12.9, Synergy_Loewe=-12.8, Synergy_HSA=-11.9. (5) Cell line: SF-268. Drug 2: C1CCC(C(C1)N)N.C(=O)(C(=O)[O-])[O-].[Pt+4]. Synergy scores: CSS=9.99, Synergy_ZIP=-3.63, Synergy_Bliss=-2.07, Synergy_Loewe=-3.45, Synergy_HSA=-3.00. Drug 1: CC(C)(C#N)C1=CC(=CC(=C1)CN2C=NC=N2)C(C)(C)C#N. (6) Drug 1: CC(CN1CC(=O)NC(=O)C1)N2CC(=O)NC(=O)C2. Drug 2: CC1CCCC2(C(O2)CC(NC(=O)CC(C(C(=O)C(C1O)C)(C)C)O)C(=CC3=CSC(=N3)C)C)C. Cell line: PC-3. Synergy scores: CSS=11.5, Synergy_ZIP=-3.99, Synergy_Bliss=-4.03, Synergy_Loewe=-4.01, Synergy_HSA=-4.03. (7) Drug 1: C(CN)CNCCSP(=O)(O)O. Drug 2: COCCOC1=C(C=C2C(=C1)C(=NC=N2)NC3=CC=CC(=C3)C#C)OCCOC.Cl. Cell line: NCI-H460. Synergy scores: CSS=-1.36, Synergy_ZIP=-0.414, Synergy_Bliss=-1.39, Synergy_Loewe=-2.78, Synergy_HSA=-1.69. (8) Drug 1: CC12CCC(CC1=CCC3C2CCC4(C3CC=C4C5=CN=CC=C5)C)O. Drug 2: COC1=C2C(=CC3=C1OC=C3)C=CC(=O)O2. Cell line: HT29. Synergy scores: CSS=5.88, Synergy_ZIP=0.977, Synergy_Bliss=-1.72, Synergy_Loewe=-2.17, Synergy_HSA=-2.28.